Dataset: Rat liver microsome stability data. Task: Regression/Classification. Given a drug SMILES string, predict its absorption, distribution, metabolism, or excretion properties. Task type varies by dataset: regression for continuous measurements (e.g., permeability, clearance, half-life) or binary classification for categorical outcomes (e.g., BBB penetration, CYP inhibition). Dataset: rlm. (1) The compound is CCc1ccc(NC(=O)c2[nH]c(C)c(C(C)=O)c2C)cc1S(=O)(=O)Nc1ccccc1C#N. The result is 0 (unstable in rat liver microsomes). (2) The compound is COc1cc(C(=O)c2csc(-c3ccccc3)n2)cc(OC)c1OC. The result is 0 (unstable in rat liver microsomes). (3) The compound is Fc1cc(Nc2nc(-c3ccncc3)nc3ccccc23)ccc1OCC(F)(F)F. The result is 1 (stable in rat liver microsomes). (4) The molecule is C[C@H]1CN(C[C@H](Cc2ccccc2)C(=O)NCC(=O)O)CC[C@H]1c1cccc(O)c1. The result is 0 (unstable in rat liver microsomes).